The task is: Regression. Given two drug SMILES strings and cell line genomic features, predict the synergy score measuring deviation from expected non-interaction effect.. This data is from NCI-60 drug combinations with 297,098 pairs across 59 cell lines. (1) Cell line: SW-620. Drug 1: CN1C2=C(C=C(C=C2)N(CCCl)CCCl)N=C1CCCC(=O)O.Cl. Synergy scores: CSS=2.11, Synergy_ZIP=0.154, Synergy_Bliss=1.66, Synergy_Loewe=0.448, Synergy_HSA=1.36. Drug 2: C1=NC2=C(N=C(N=C2N1C3C(C(C(O3)CO)O)F)Cl)N. (2) Drug 1: CC12CCC3C(C1CCC2=O)CC(=C)C4=CC(=O)C=CC34C. Drug 2: C(CC(=O)O)C(=O)CN.Cl. Cell line: SF-268. Synergy scores: CSS=55.5, Synergy_ZIP=-5.75, Synergy_Bliss=-6.92, Synergy_Loewe=-4.08, Synergy_HSA=-4.94.